This data is from Reaction yield outcomes from USPTO patents with 853,638 reactions. The task is: Predict the reaction yield, written as a fraction of the theoretical maximum amount of product (1.0 means a 100% yield; for example, 0.34 means a 34% yield). (1) The yield is 0.930. The product is [NH2:28][C:26]1[CH:25]=[CH:24][C:3]([O:4][C:5]2[C:14]3[C:9](=[CH:10][C:11]([O:22][CH3:23])=[C:12]([C:15]([O:17][C:18]([CH3:21])([CH3:20])[CH3:19])=[O:16])[CH:13]=3)[N:8]=[CH:7][CH:6]=2)=[C:2]([F:1])[CH:27]=1. The catalyst is O.C(O)C.[Fe]. The reactants are [F:1][C:2]1[CH:27]=[C:26]([N+:28]([O-])=O)[CH:25]=[CH:24][C:3]=1[O:4][C:5]1[C:14]2[C:9](=[CH:10][C:11]([O:22][CH3:23])=[C:12]([C:15]([O:17][C:18]([CH3:21])([CH3:20])[CH3:19])=[O:16])[CH:13]=2)[N:8]=[CH:7][CH:6]=1.[Cl-].[NH4+]. (2) The reactants are C([O:3][CH:4](OCC)[C:5]1[CH:6]=[C:7]([CH:11]2[NH:23][C:21]3[C:22]4[C:13](=[N:14][NH:15][C:16](=[O:24])[C:17]=4[CH:18]=[CH:19][CH:20]=3)[CH:12]2[C:25]2[CH:30]=[CH:29][CH:28]=[C:27]([CH:31](OCC)[O:32]CC)[CH:26]=2)[CH:8]=[CH:9][CH:10]=1)C.C(=O)([O-])[O-].[K+].[K+]. The catalyst is Cl. The product is [O:24]=[C:16]1[C:17]2[CH:18]=[CH:19][CH:20]=[C:21]3[NH:23][CH:11]([C:7]4[CH:6]=[C:5]([CH:10]=[CH:9][CH:8]=4)[CH:4]=[O:3])[CH:12]([C:25]4[CH:26]=[C:27]([CH:28]=[CH:29][CH:30]=4)[CH:31]=[O:32])[C:13]([C:22]=23)=[N:14][NH:15]1. The yield is 0.880. (3) The reactants are [CH3:1][S:2](Cl)(=[O:4])=[O:3].[Cl:6][C:7]1[CH:12]=[CH:11][C:10]([CH:13]([NH:18][C:19](=[O:25])[O:20][C:21]([CH3:24])([CH3:23])[CH3:22])[CH2:14][CH2:15][CH2:16][OH:17])=[CH:9][CH:8]=1.C(N(CC)CC)C. The catalyst is C(Cl)Cl. The product is [CH3:1][S:2]([O:17][CH2:16][CH2:15][CH2:14][CH:13]([NH:18][C:19]([O:20][C:21]([CH3:22])([CH3:24])[CH3:23])=[O:25])[C:10]1[CH:11]=[CH:12][C:7]([Cl:6])=[CH:8][CH:9]=1)(=[O:4])=[O:3]. The yield is 1.00. (4) The reactants are C([Si](C)(C)[O:6][CH2:7][C@@H:8]1[C@@H:13]([O:14][CH2:15][C:16]2[CH:21]=[CH:20][CH:19]=[CH:18][CH:17]=2)[C@H:12]([O:22][CH2:23][C:24]2[CH:29]=[CH:28][CH:27]=[CH:26][CH:25]=2)[C@@H:11]([O:30][CH2:31][C:32]2[CH:37]=[CH:36][CH:35]=[CH:34][CH:33]=2)[C@@:10]([C:40]2[CH:45]=[CH:44][C:43]([Cl:46])=[C:42]([CH2:47][C:48]3[CH:53]=[CH:52][C:51]([O:54][CH3:55])=[C:50]([F:56])[C:49]=3[F:57])[CH:41]=2)([O:38][CH3:39])[O:9]1)(C)(C)C.[F-].C([N+](CCCC)(CCCC)CCCC)CCC.C(OCC)(=O)C. The catalyst is O1CCCC1. The product is [CH2:15]([O:14][C@H:13]1[C@H:12]([O:22][CH2:23][C:24]2[CH:25]=[CH:26][CH:27]=[CH:28][CH:29]=2)[C@@H:11]([O:30][CH2:31][C:32]2[CH:37]=[CH:36][CH:35]=[CH:34][CH:33]=2)[C@@:10]([C:40]2[CH:45]=[CH:44][C:43]([Cl:46])=[C:42]([CH2:47][C:48]3[CH:53]=[CH:52][C:51]([O:54][CH3:55])=[C:50]([F:56])[C:49]=3[F:57])[CH:41]=2)([O:38][CH3:39])[O:9][C@@H:8]1[CH2:7][OH:6])[C:16]1[CH:21]=[CH:20][CH:19]=[CH:18][CH:17]=1. The yield is 0.334. (5) The reactants are Cl.[CH3:2][O:3][C:4]1[CH:9]=[CH:8][CH:7]=[CH:6][C:5]=1[C:10]1[C:11]2[C:12]3[CH2:23][CH2:22][NH:21][CH2:20][CH2:19][C:13]=3[NH:14][C:15]=2[CH:16]=[CH:17][CH:18]=1.C([BH3-])#N.[Na+]. The catalyst is FC(F)(F)C(O)=O.CO.O. The product is [CH3:2][O:3][C:4]1[CH:9]=[CH:8][CH:7]=[CH:6][C:5]=1[C:10]1[C:11]2[C@@H:12]3[CH2:23][CH2:22][NH:21][CH2:20][CH2:19][C@@H:13]3[NH:14][C:15]=2[CH:16]=[CH:17][CH:18]=1. The yield is 0.360. (6) The reactants are [CH3:1][S:2](Cl)(=[O:4])=[O:3].[N+:6]([C:9]1[CH:15]=[CH:14][CH:13]=[CH:12][C:10]=1[NH2:11])([O-:8])=[O:7]. The catalyst is N1C=CC=CC=1. The product is [N+:6]([C:9]1[CH:15]=[CH:14][CH:13]=[CH:12][C:10]=1[NH:11][S:2]([CH3:1])(=[O:4])=[O:3])([O-:8])=[O:7]. The yield is 0.800. (7) The reactants are [Cl:1][C:2]1[C:3]([O:30][C@H:31]2[CH2:35][CH2:34][CH2:33][C@@H:32]2[C:36]2[CH:40]=[CH:39][N:38](C3CCCCO3)[N:37]=2)=[CH:4][C:5]([F:29])=[C:6]([S:8]([N:11](CC2C=CC(OC)=CC=2OC)[C:12]2[CH:17]=[CH:16][N:15]=[CH:14][N:13]=2)(=[O:10])=[O:9])[CH:7]=1.C([SiH](CC)CC)C.FC(F)(F)C(O)=O. The catalyst is ClCCl. The product is [Cl:1][C:2]1[C:3]([O:30][C@H:31]2[CH2:35][CH2:34][CH2:33][C@@H:32]2[C:36]2[NH:37][N:38]=[CH:39][CH:40]=2)=[CH:4][C:5]([F:29])=[C:6]([S:8]([NH:11][C:12]2[CH:17]=[CH:16][N:15]=[CH:14][N:13]=2)(=[O:10])=[O:9])[CH:7]=1. The yield is 0.990. (8) The reactants are FC1C=CC(NC(=O)NC2C=CC(C3C=C4C(=CC=3)C(=O)N([C@@H](C(C)C)C(O)=O)C4)=CC=2)=CC=1.[CH3:35][O:36][C:37]1[CH:42]=[CH:41][C:40]([NH:43][C:44](=[O:70])[NH:45][C:46]2[CH:51]=[CH:50][C:49]([C:52]3[CH:53]=[C:54]4[C:58](=[CH:59][CH:60]=3)[C:57](=[O:61])[N:56]([C@@H:62]([CH:67]([CH3:69])[CH3:68])[C:63]([O:65]C)=[O:64])[CH2:55]4)=[CH:48][CH:47]=2)=[CH:39][CH:38]=1. No catalyst specified. The product is [CH3:35][O:36][C:37]1[CH:42]=[CH:41][C:40]([NH:43][C:44](=[O:70])[NH:45][C:46]2[CH:47]=[CH:48][C:49]([C:52]3[CH:53]=[C:54]4[C:58](=[CH:59][CH:60]=3)[C:57](=[O:61])[N:56]([C@@H:62]([CH:67]([CH3:68])[CH3:69])[C:63]([OH:65])=[O:64])[CH2:55]4)=[CH:50][CH:51]=2)=[CH:39][CH:38]=1. The yield is 0.950. (9) The reactants are ClCCl.C(Cl)(=O)C(Cl)=O.CS(C)=O.[CH3:14][C:15]1[C:19]([CH:20]([OH:22])[CH3:21])=[C:18]([C:23]2[CH:28]=[CH:27][CH:26]=[CH:25][CH:24]=2)[O:17][N:16]=1. The catalyst is [Cl-].[Na+].O.C(OCC)(=O)C.C(N(CC)CC)C. The product is [CH3:14][C:15]1[C:19]([C:20](=[O:22])[CH3:21])=[C:18]([C:23]2[CH:28]=[CH:27][CH:26]=[CH:25][CH:24]=2)[O:17][N:16]=1. The yield is 0.940. (10) The reactants are [F:1][C:2]1[C:16]([N+:17]([O-])=O)=[CH:15][C:5]([C:6]([C:8]2[C:13]([CH3:14])=[CH:12][CH:11]=[CH:10][N:9]=2)=[O:7])=[CH:4][CH:3]=1. The catalyst is [Fe].C(O)(=O)C. The product is [CH3:14][C:13]1[C:8]([C:6]([C:5]2[CH:4]=[CH:3][C:2]([F:1])=[C:16]([NH2:17])[CH:15]=2)=[O:7])=[N:9][CH:10]=[CH:11][CH:12]=1. The yield is 0.698.